Task: Predict the reaction yield, written as a fraction of the theoretical maximum amount of product (1.0 means a 100% yield; for example, 0.34 means a 34% yield).. Dataset: Reaction yield outcomes from USPTO patents with 853,638 reactions (1) The reactants are [CH3:1][N:2](C)CCN(C)C.CC1(C)C2C=CC=C(P(C3C=CC=CC=3)C3C=CC=CC=3)C=2OC2C1=CC=CC=2P(C1C=CC=CC=1)C1C=CC=CC=1.Br[C:52]1[C:53]([O:73][CH2:74][CH3:75])=[C:54]([CH:60]([N:62]2[C:66]3=[N:67][CH:68]=[N:69][C:70]([NH2:71])=[C:65]3[C:64]([CH3:72])=[N:63]2)[CH3:61])[CH:55]=[C:56]([Cl:59])[C:57]=1[CH3:58]. The catalyst is CN(C)C=O.[C-]#N.[Zn+2].[C-]#N.C1C=CC(/C=C/C(/C=C/C2C=CC=CC=2)=O)=CC=1.C1C=CC(/C=C/C(/C=C/C2C=CC=CC=2)=O)=CC=1.C1C=CC(/C=C/C(/C=C/C2C=CC=CC=2)=O)=CC=1.[Pd].[Pd]. The product is [NH2:71][C:70]1[N:69]=[CH:68][N:67]=[C:66]2[N:62]([CH:60]([C:54]3[C:53]([O:73][CH2:74][CH3:75])=[C:52]([C:57]([CH3:58])=[C:56]([Cl:59])[CH:55]=3)[C:1]#[N:2])[CH3:61])[N:63]=[C:64]([CH3:72])[C:65]=12. The yield is 0.200. (2) The reactants are [CH2:1]([O:8][C:9]1[CH:14]=[CH:13][C:12]([NH:15][N:16]=[C:17]([C:22](=[O:26])[CH2:23][O:24][CH3:25])[C:18]([O:20][CH3:21])=[O:19])=[C:11]([F:27])[CH:10]=1)[C:2]1[CH:7]=[CH:6][CH:5]=[CH:4][CH:3]=1.[CH3:28]OC(OC)N(C)C. No catalyst specified. The product is [CH2:1]([O:8][C:9]1[CH:14]=[CH:13][C:12]([N:15]2[CH:28]=[C:23]([O:24][CH3:25])[C:22](=[O:26])[C:17]([C:18]([O:20][CH3:21])=[O:19])=[N:16]2)=[C:11]([F:27])[CH:10]=1)[C:2]1[CH:3]=[CH:4][CH:5]=[CH:6][CH:7]=1. The yield is 0.930.